Dataset: Forward reaction prediction with 1.9M reactions from USPTO patents (1976-2016). Task: Predict the product of the given reaction. (1) Given the reactants [CH3:1][O:2][C:3](=[O:24])[CH:4]([N:16]1[CH2:21][CH2:20][NH:19][CH:18]([CH2:22][CH3:23])[CH2:17]1)[CH2:5][C:6]1[CH:15]=[CH:14][C:13]2[C:8](=[CH:9][CH:10]=[CH:11][CH:12]=2)[CH:7]=1.[CH3:25][C:26]([O:29][C:30]([NH:32][C@@H:33]([C:42](O)=[O:43])[CH2:34][C:35]1[CH:40]=[CH:39][C:38]([Cl:41])=[CH:37][CH:36]=1)=[O:31])([CH3:28])[CH3:27].F[P-](F)(F)(F)(F)F.N1(OC(N(C)C)=[N+](C)C)C2N=CC=CC=2N=N1.CN1CCOCC1, predict the reaction product. The product is: [CH3:1][O:2][C:3](=[O:24])[CH:4]([N:16]1[CH2:21][CH2:20][N:19]([C:42](=[O:43])[CH:33]([NH:32][C:30]([O:29][C:26]([CH3:27])([CH3:25])[CH3:28])=[O:31])[CH2:34][C:35]2[CH:36]=[CH:37][C:38]([Cl:41])=[CH:39][CH:40]=2)[CH:18]([CH2:22][CH3:23])[CH2:17]1)[CH2:5][C:6]1[CH:15]=[CH:14][C:13]2[C:8](=[CH:9][CH:10]=[CH:11][CH:12]=2)[CH:7]=1. (2) Given the reactants [Cl:1][C:2]1[C:3]2[CH:23]=[CH:22][C:21]([OH:24])=[CH:20][C:4]=2[S:5][C:6]=1[CH2:7][CH:8]1[CH2:12][CH2:11][N:10]([CH:13]2[CH2:18][CH2:17][CH2:16][CH2:15][CH2:14]2)[C:9]1=[O:19].Cl.Br[CH2:27][CH2:28][CH2:29][N:30]([CH3:32])[CH3:31].[I-].[Na+].C(=O)([O-])[O-].[Cs+].[Cs+], predict the reaction product. The product is: [ClH:1].[Cl:1][C:2]1[C:3]2[CH:23]=[CH:22][C:21]([O:24][CH2:27][CH2:28][CH2:29][N:30]([CH3:32])[CH3:31])=[CH:20][C:4]=2[S:5][C:6]=1[CH2:7][CH:8]1[CH2:12][CH2:11][N:10]([CH:13]2[CH2:14][CH2:15][CH2:16][CH2:17][CH2:18]2)[C:9]1=[O:19]. (3) Given the reactants [CH3:1][N:2]1[C:6]([S:7][C:8]2[C:17](=[O:18])[C:16]3[C:11](=[CH:12][CH:13]=[CH:14][CH:15]=3)/[C:10](=[N:19]/[S:20]([C:23]3[CH:28]=[CH:27][C:26]([C:29]4[CH:34]=[CH:33][CH:32]=[CH:31][CH:30]=4)=[CH:25][CH:24]=3)(=[O:22])=[O:21])/[CH:9]=2)=[N:5][N:4]=[N:3]1.[Cl:35][C:36]1[CH:37]=[C:38]([S:43](/[N:46]=[C:47]2\[CH:48]=[C:49](Cl)[C:50](=[O:57])[C:51]3[C:56]\2=[CH:55][CH:54]=[CH:53][CH:52]=3)(=[O:45])=[O:44])[CH:39]=[CH:40][C:41]=1[Cl:42], predict the reaction product. The product is: [Cl:35][C:36]1[CH:37]=[C:38]([S:43](/[N:46]=[C:47]2\[CH:48]=[C:49]([S:7][C:6]3[N:2]([CH3:1])[N:3]=[N:4][N:5]=3)[C:50](=[O:57])[C:51]3[C:56]\2=[CH:55][CH:54]=[CH:53][CH:52]=3)(=[O:45])=[O:44])[CH:39]=[CH:40][C:41]=1[Cl:42].[CH3:1][N:2]1[C:6]([S:7][C:8]2[C:17](=[O:18])[C:16]3[C:11](=[CH:12][CH:13]=[CH:14][CH:15]=3)/[C:10](=[N:19]/[S:20]([C:23]3[CH:28]=[CH:27][C:26]([C:29]4[CH:34]=[CH:33][CH:32]=[CH:31][CH:30]=4)=[CH:25][CH:24]=3)(=[O:21])=[O:22])/[CH:9]=2)=[N:5][N:4]=[N:3]1. (4) Given the reactants [NH2:1][C:2]1[CH:3]=[C:4]([C:9]#[C:10]C(C)(O)C)[C:5]([CH3:8])=[N:6][CH:7]=1.[OH-].[Na+].C([O-])(O)=O.[Na+], predict the reaction product. The product is: [C:9]([C:4]1[CH:3]=[C:2]([NH2:1])[CH:7]=[N:6][C:5]=1[CH3:8])#[CH:10]. (5) Given the reactants CC(C)=O.OS(O)(=O)=O.O=[Cr](=O)=O.[CH3:14][C:15]([C@H:17]1[C@@H:21]2[C@@H:22]3[C@@:35]([CH3:38])([CH2:36][CH2:37][C@@:20]2([C:44]([OH:46])=[O:45])[CH2:19][CH2:18]1)[C@@:34]1([CH3:39])[C@@H:25]([C@:26]2([CH3:43])[C@@H:31]([CH2:32][CH2:33]1)[C:30]([CH3:41])([CH3:40])[C@@H:29]([OH:42])[CH2:28][CH2:27]2)[CH2:24][CH2:23]3)=[CH2:16], predict the reaction product. The product is: [CH3:16][C:15]([C@H:17]1[C@@H:21]2[C@@H:22]3[C@@:35]([CH3:38])([CH2:36][CH2:37][C@@:20]2([C:44]([OH:46])=[O:45])[CH2:19][CH2:18]1)[C@@:34]1([CH3:39])[C@@H:25]([C@:26]2([CH3:43])[C@@H:31]([CH2:32][CH2:33]1)[C:30]([CH3:41])([CH3:40])[C:29](=[O:42])[CH2:28][CH2:27]2)[CH2:24][CH2:23]3)=[CH2:14]. (6) Given the reactants [NH2:1][CH2:2][CH:3]([OH:30])[CH2:4][O:5][C:6]1[C:11]([CH3:12])=[CH:10][C:9]([C:13]2[N:17]=[C:16]([C:18]3[CH:19]=[N:20][C:21]([O:25][CH:26]([CH3:28])[CH3:27])=[C:22]([Cl:24])[CH:23]=3)[O:15][N:14]=2)=[CH:8][C:7]=1[CH3:29].[C:31](O)(=[O:34])[CH2:32][OH:33].CCN(C(C)C)C(C)C.CN(C(ON1N=NC2C=CC=CC1=2)=[N+](C)C)C.[B-](F)(F)(F)F, predict the reaction product. The product is: [Cl:24][C:22]1[CH:23]=[C:18]([C:16]2[O:15][N:14]=[C:13]([C:9]3[CH:10]=[C:11]([CH3:12])[C:6]([O:5][CH2:4][CH:3]([OH:30])[CH2:2][NH:1][C:32](=[O:33])[CH2:31][OH:34])=[C:7]([CH3:29])[CH:8]=3)[N:17]=2)[CH:19]=[N:20][C:21]=1[O:25][CH:26]([CH3:27])[CH3:28]. (7) Given the reactants [CH2:1]([N:3]([CH2:15][CH3:16])[CH2:4][C:5]([NH:7][C@@H:8]([CH:12]([CH3:14])[CH3:13])[C:9]([OH:11])=[O:10])=[O:6])[CH3:2].[OH:17][CH2:18][CH2:19][N:20]1[C:25](=[O:26])[CH2:24][CH2:23][CH:22]([N:27]2[C:35](=[O:36])[C:34]3[C:29](=[CH:30][CH:31]=[CH:32][CH:33]=3)[C:28]2=[O:37])[C:21]1=[O:38].[ClH:39].CO, predict the reaction product. The product is: [ClH:39].[CH2:15]([N:3]([CH2:1][CH3:2])[CH2:4][C:5]([NH:7][C@@H:8]([CH:12]([CH3:14])[CH3:13])[C:9]([OH:11])=[O:10])=[O:6])[CH3:16].[OH:17][CH2:18][CH2:19][N:20]1[C:25](=[O:26])[CH2:24][CH2:23][CH:22]([N:27]2[C:28](=[O:37])[C:29]3[C:34](=[CH:33][CH:32]=[CH:31][CH:30]=3)[C:35]2=[O:36])[C:21]1=[O:38].